This data is from Catalyst prediction with 721,799 reactions and 888 catalyst types from USPTO. The task is: Predict which catalyst facilitates the given reaction. (1) Reactant: [H-].[Na+].[Cl:3][C:4]1[CH:9]=[CH:8][C:7]([CH2:10][CH2:11][C:12](=[O:14])[CH3:13])=[CH:6][CH:5]=1.[CH2:15]([O:17][C:18](=[O:24])[C:19](OCC)=[O:20])[CH3:16].CC[O-].[Na+]. Product: [CH2:15]([O:17][C:18](=[O:24])[C:19](=[O:20])[CH2:13][C:12](=[O:14])[CH2:11][CH2:10][C:7]1[CH:6]=[CH:5][C:4]([Cl:3])=[CH:9][CH:8]=1)[CH3:16]. The catalyst class is: 14. (2) Product: [CH3:29][C:6]1[C:7]2[C:12](=[CH:11][CH:10]=[C:9]([C:13]3[NH:14][C:15]4[N:16]([N:20]=[CH:21][C:22]=4[C:23]4[CH:28]=[CH:27][CH:26]=[CH:25][N:24]=4)[C:17](=[O:19])[CH:18]=3)[CH:8]=2)[NH:4][N:5]=1. Reactant: C([N:4]1[C:12]2[C:7](=[CH:8][C:9]([C:13]3[NH:14][C:15]4[N:16]([N:20]=[CH:21][C:22]=4[C:23]4[CH:28]=[CH:27][CH:26]=[CH:25][N:24]=4)[C:17](=[O:19])[CH:18]=3)=[CH:10][CH:11]=2)[C:6]([CH3:29])=[N:5]1)(=O)C.C(=O)([O-])[O-].[K+].[K+]. The catalyst class is: 5. (3) Reactant: [Si]([O-])([O-])([O-])[O-].[Na+].[Na+].[Na+].[Na+].C(O[Si:13](OCC)(OCC)OCC)C.CCOP([O:31][C:32]1C=CC([N+]([O-])=O)=CC=1)(OCC)=O.COC1C=C2O[C@@H]3[C@@H](C=CO3)C2=C2OC(=O)C3C(CCC=3C=12)=O.[N+](C1C=CC(SSC2C=CC([N+]([O-])=O)=C(C=2)C(O)=O)=CC=1C(O)=O)([O-])=O.CCC(C[O:96][C:97]([C:110](N(CC[NH+](C)C)C)=[O:111])([C:104]1C=CC=CC=1)C1C=CC=CC=1)CC.[Cl-].[I-].[C:121](SCC[N+](C)(C)C)(=[O:123])[CH3:122]. Product: [CH2:122]([SiH2:13][CH2:104][CH:97]([CH2:110][OH:111])[OH:96])[CH:121]([CH2:32][OH:31])[OH:123]. The catalyst class is: 610. (4) Reactant: Cl[C:2]1[N:7]=[C:6]([NH:8][C:9]2[CH:13]=[C:12]([CH:14]3[CH2:16][CH2:15]3)[NH:11][N:10]=2)[C:5]([F:17])=[CH:4][N:3]=1.Cl.[Cl:19][C:20]1[C:28]2[N:27]=[CH:26][N:25](C3CCCCO3)[C:24]=2[CH:23]=[CH:22][C:21]=1[CH2:35][NH:36][CH3:37].CCN(C(C)C)C(C)C. Product: [Cl:19][C:20]1[C:28]2[N:27]=[CH:26][NH:25][C:24]=2[CH:23]=[CH:22][C:21]=1[CH2:35][N:36]([CH3:37])[C:2]1[N:7]=[C:6]([NH:8][C:9]2[CH:13]=[C:12]([CH:14]3[CH2:16][CH2:15]3)[NH:11][N:10]=2)[C:5]([F:17])=[CH:4][N:3]=1. The catalyst class is: 114.